The task is: Predict the product of the given reaction.. This data is from Forward reaction prediction with 1.9M reactions from USPTO patents (1976-2016). Given the reactants [N:1]1([C:10]2[CH:30]=[CH:29][C:13]([C:14]([N:16]3[CH2:21][CH2:20][N:19](C(OC(C)(C)C)=O)[CH2:18][CH2:17]3)=[O:15])=[CH:12][CH:11]=2)[C:9]2[C:4](=[CH:5][CH:6]=[CH:7][CH:8]=2)[CH2:3][CH2:2]1.[ClH:31], predict the reaction product. The product is: [ClH:31].[N:1]1([C:10]2[CH:11]=[CH:12][C:13]([C:14]([N:16]3[CH2:17][CH2:18][NH:19][CH2:20][CH2:21]3)=[O:15])=[CH:29][CH:30]=2)[C:9]2[C:4](=[CH:5][CH:6]=[CH:7][CH:8]=2)[CH2:3][CH2:2]1.